From a dataset of Reaction yield outcomes from USPTO patents with 853,638 reactions. Predict the reaction yield, written as a fraction of the theoretical maximum amount of product (1.0 means a 100% yield; for example, 0.34 means a 34% yield). The reactants are Br[C:2]1[CH:3]=[C:4]2[C:9](=[C:10]([O:12]COCC[Si](C)(C)C)[CH:11]=1)[N:8]=[CH:7][N:6](COCC[Si](C)(C)C)[C:5]2=[O:29].[Cl:30][C:31]1[CH:36]=[CH:35][C:34]([C:37]#[N:38])=[CH:33][C:32]=1B(O)O.C1C2C(=CC=CC=2)CCC=1B(O)O.C(=O)([O-])[O-].[K+].[K+]. The catalyst is C1(P([C-]2C=CC=C2)C2C=CC=CC=2)C=CC=CC=1.[C-]1(P(C2C=CC=CC=2)C2C=CC=CC=2)C=CC=C1.[Fe+2].[Pd](Cl)Cl.O1CCOCC1. The product is [Cl:30][C:31]1[CH:36]=[CH:35][C:34]([C:37]#[N:38])=[CH:33][C:32]=1[C:2]1[CH:3]=[C:4]2[C:9](=[C:10]([OH:12])[CH:11]=1)[N:8]=[CH:7][NH:6][C:5]2=[O:29]. The yield is 0.460.